From a dataset of Catalyst prediction with 721,799 reactions and 888 catalyst types from USPTO. Predict which catalyst facilitates the given reaction. (1) Reactant: [C:1]1(=[O:10])[C:9]2[C:4](=[CH:5][CH:6]=[CH:7][CH:8]=2)[CH:3]=[CH:2]1.[Br:11]Br. Product: [Br:11][C:2]1[C:1](=[O:10])[C:9]2[C:4]([CH:3]=1)=[CH:5][CH:6]=[CH:7][CH:8]=2. The catalyst class is: 2. (2) Product: [CH3:20][O:16][C:15](=[O:17])[CH2:14][CH2:13][C:8]1[C:7]2[C:11](=[CH:12][C:4]([O:3][CH2:1][CH3:2])=[CH:5][CH:6]=2)[NH:10][CH:9]=1. Reactant: [CH2:1]([O:3][C:4]1[CH:12]=[C:11]2[C:7]([C:8]([CH2:13][CH2:14][C:15]([OH:17])=[O:16])=[CH:9][NH:10]2)=[CH:6][CH:5]=1)[CH3:2].CO.[CH:20](N=C=NC(C)C)(C)C.CN(C1C=CC=CN=1)C. The catalyst class is: 4. (3) Reactant: FC(F)(F)C(O)=O.C[O:9][C:10](=[O:34])[C@H:11]([CH2:20][C:21]1[CH:26]=[C:25]([I:27])[C:24]([O:28][CH2:29][CH2:30][CH2:31][Br:32])=[C:23]([I:33])[CH:22]=1)[NH:12]C(OC(C)(C)C)=O.O.[OH-].[Li+].Cl. Product: [Br:32][CH2:31][CH2:30][CH2:29][O:28][C:24]1[C:23]([I:33])=[CH:22][C:21]([CH2:20][C@@H:11]([C:10]([OH:34])=[O:9])[NH2:12])=[CH:26][C:25]=1[I:27]. The catalyst class is: 30. (4) Reactant: [C:1]([O:5][C:6](=[O:20])[NH:7][C:8]1[CH:13]=[C:12]([O:14][CH3:15])[C:11]([CH3:16])=[C:10]([O:17][CH3:18])[C:9]=1[Br:19])([CH3:4])([CH3:3])[CH3:2].C1C(=O)N([Br:28])C(=O)C1.CC(N=NC(C#N)(C)C)(C#N)C. Product: [C:1]([O:5][C:6](=[O:20])[NH:7][C:8]1[CH:13]=[C:12]([O:14][CH3:15])[C:11]([CH2:16][Br:28])=[C:10]([O:17][CH3:18])[C:9]=1[Br:19])([CH3:4])([CH3:2])[CH3:3]. The catalyst class is: 53.